Dataset: Reaction yield outcomes from USPTO patents with 853,638 reactions. Task: Predict the reaction yield, written as a fraction of the theoretical maximum amount of product (1.0 means a 100% yield; for example, 0.34 means a 34% yield). The reactants are Br[C:2]1[O:3][C:4]2[C:24]([O:25][C:26](=[O:28])[CH3:27])=[C:23]([O:29][CH3:30])[CH:22]=[CH:21][C:5]=2[C:6]=1[C:7](=[O:20])[C:8]1[CH:13]=[C:12]([O:14][CH3:15])[C:11]([O:16][CH3:17])=[C:10]([O:18][CH3:19])[CH:9]=1.[C-:31]#[N:32].[Na+]. The catalyst is CS(C)=O. The product is [C:31]([C:2]1[O:3][C:4]2[C:24]([O:25][C:26](=[O:28])[CH3:27])=[C:23]([O:29][CH3:30])[CH:22]=[CH:21][C:5]=2[C:6]=1[C:7](=[O:20])[C:8]1[CH:13]=[C:12]([O:14][CH3:15])[C:11]([O:16][CH3:17])=[C:10]([O:18][CH3:19])[CH:9]=1)#[N:32]. The yield is 0.650.